The task is: Predict the reaction yield, written as a fraction of the theoretical maximum amount of product (1.0 means a 100% yield; for example, 0.34 means a 34% yield).. This data is from Reaction yield outcomes from USPTO patents with 853,638 reactions. (1) The reactants are [F:1][C:2]1[CH:3]=[C:4]([Cl:12])[C:5]([O:10][CH3:11])=[C:6]([CH:9]=1)[CH:7]=[O:8].[CH3:13][Mg]Br. The catalyst is C(OCC)C. The product is [F:1][C:2]1[CH:3]=[C:4]([Cl:12])[C:5]([O:10][CH3:11])=[C:6]([CH:7]([OH:8])[CH3:13])[CH:9]=1. The yield is 0.980. (2) The reactants are ClC1C=C(C=CC=1F)C1C(C2C=CC3C(=CC=C(C4N(C5CCCCC5)[C:24]5[CH:32]=[CH:33][C:34]([C:36]([OH:38])=[O:37])=[CH:35][C:23]=5N=4)C=3)N=2)=CC(OC)=CC=1.C[O:46][C:47]([C:49]1[CH:82]=[CH:81][C:52]2[N:53]([CH:75]3[CH2:80][CH2:79][CH2:78][CH2:77][CH2:76]3)[C:54]([C:56]3[CH:57]=[C:58]4[C:63](=[CH:64][CH:65]=3)[N:62]=[C:61]([C:66]3[CH:71]=[C:70]([O:72][CH3:73])[CH:69]=[CH:68][C:67]=3Br)[CH:60]=[CH:59]4)=[N:55][C:51]=2[CH:50]=1)=[O:48]. No catalyst specified. The product is [C:36]([C:34]1[CH:33]=[C:32]([CH:24]=[CH:23][CH:35]=1)[C:67]1[C:66]([C:61]2[CH:60]=[CH:59][C:58]3[C:63](=[CH:64][CH:65]=[C:56]([C:54]4[N:53]([CH:75]5[CH2:76][CH2:77][CH2:78][CH2:79][CH2:80]5)[C:52]5[CH:81]=[CH:82][C:49]([C:47]([OH:46])=[O:48])=[CH:50][C:51]=5[N:55]=4)[CH:57]=3)[N:62]=2)=[CH:71][C:70]([O:72][CH3:73])=[CH:69][CH:68]=1)([OH:38])=[O:37]. The yield is 0.230. (3) The product is [C:18]([O:22][C:23]([N:25]1[CH2:30][CH2:29][N:28]([C:31]2[CH:32]=[N:33][C:34]([NH:37][C:11]3[N:12]=[CH:13][C:8]4[CH:7]=[CH:6][C:5](=[O:17])[N:4]([CH:1]5[CH2:3][CH2:2]5)[C:9]=4[N:10]=3)=[CH:35][CH:36]=2)[CH2:27][CH2:26]1)=[O:24])([CH3:21])([CH3:19])[CH3:20]. The catalyst is C1(C)C=CC=CC=1. The yield is 0.130. The reactants are [CH:1]1([N:4]2[C:9]3[N:10]=[C:11](S(C)=O)[N:12]=[CH:13][C:8]=3[CH:7]=[CH:6][C:5]2=[O:17])[CH2:3][CH2:2]1.[C:18]([O:22][C:23]([N:25]1[CH2:30][CH2:29][N:28]([C:31]2[CH:32]=[N:33][C:34]([NH2:37])=[CH:35][CH:36]=2)[CH2:27][CH2:26]1)=[O:24])([CH3:21])([CH3:20])[CH3:19]. (4) The reactants are [Cl:1][C:2]1[C:3](F)=[CH:4][C:5]([F:15])=[C:6]([CH:14]=1)[C:7]([O:9][C:10]([CH3:13])([CH3:12])[CH3:11])=[O:8].C([O-])([O-])=O.[K+].[K+].[Cl:23][C:24]1[CH:29]=[CH:28][C:27]([OH:30])=[CH:26][C:25]=1[C:31]([F:34])([F:33])[F:32].O. The catalyst is CS(C)=O.CCOC(C)=O. The product is [Cl:1][C:2]1[C:3]([O:30][C:27]2[CH:28]=[CH:29][C:24]([Cl:23])=[C:25]([C:31]([F:34])([F:32])[F:33])[CH:26]=2)=[CH:4][C:5]([F:15])=[C:6]([CH:14]=1)[C:7]([O:9][C:10]([CH3:13])([CH3:12])[CH3:11])=[O:8]. The yield is 0.720. (5) The reactants are Br[C:2]1[N:3]=[C:4]([N:13]([CH:21]2[CH2:23][CH2:22]2)[C:14](=[O:20])[O:15][C:16]([CH3:19])([CH3:18])[CH3:17])[C:5]2[N:6]([C:8]([CH:11]=[O:12])=[CH:9][N:10]=2)[CH:7]=1.CC1(C)C(C)(C)OB([C:32]2[CH:33]=[C:34]([CH:42]=[CH:43][CH:44]=2)[CH2:35][N:36]2[CH2:41][CH2:40][O:39][CH2:38][CH2:37]2)O1.C([O-])([O-])=O.[Na+].[Na+]. The catalyst is COCCOC. The product is [CH:21]1([N:13]([C:4]2[C:5]3[N:6]([C:8]([CH:11]=[O:12])=[CH:9][N:10]=3)[CH:7]=[C:2]([C:43]3[CH:44]=[CH:32][CH:33]=[C:34]([CH2:35][N:36]4[CH2:41][CH2:40][O:39][CH2:38][CH2:37]4)[CH:42]=3)[N:3]=2)[C:14](=[O:20])[O:15][C:16]([CH3:19])([CH3:18])[CH3:17])[CH2:23][CH2:22]1. The yield is 0.480. (6) The reactants are [C:1]([N:4]1[CH2:9][CH2:8][CH:7]([C:10]2[CH:15]=[CH:14][C:13]([C:16]3[CH:17]=[C:18]4[C:22](=[CH:23][C:24]=3[Cl:25])[NH:21][CH:20]=[C:19]4[C:26]([O:28]C)=[O:27])=[CH:12][CH:11]=2)[CH2:6][CH2:5]1)(=[O:3])[CH3:2].[OH-].[Na+]. The catalyst is CO. The product is [C:1]([N:4]1[CH2:5][CH2:6][CH:7]([C:10]2[CH:15]=[CH:14][C:13]([C:16]3[CH:17]=[C:18]4[C:22](=[CH:23][C:24]=3[Cl:25])[NH:21][CH:20]=[C:19]4[C:26]([OH:28])=[O:27])=[CH:12][CH:11]=2)[CH2:8][CH2:9]1)(=[O:3])[CH3:2]. The yield is 0.300. (7) The reactants are [F:1][C:2]1[CH:32]=[C:31]([NH:33][C:34](=[O:42])[C:35]2[CH:40]=[CH:39][CH:38]=[C:37]([F:41])[CH:36]=2)[CH:30]=[CH:29][C:3]=1[C:4]([C:6]1[CH:15]=[C:14]2[C:9]([N:10]=[CH:11][C:12]([N:16]3[CH2:21][CH2:20][N:19](C(OC(C)(C)C)=O)[CH2:18][CH2:17]3)=[N:13]2)=[CH:8][CH:7]=1)=[O:5].C(O)(C(F)(F)F)=O. The catalyst is C(Cl)Cl. The product is [F:41][C:37]1[CH:36]=[C:35]([CH:40]=[CH:39][CH:38]=1)[C:34]([NH:33][C:31]1[CH:30]=[CH:29][C:3]([C:4]([C:6]2[CH:15]=[C:14]3[C:9](=[CH:8][CH:7]=2)[N:10]=[CH:11][C:12]([N:16]2[CH2:17][CH2:18][NH:19][CH2:20][CH2:21]2)=[N:13]3)=[O:5])=[C:2]([F:1])[CH:32]=1)=[O:42]. The yield is 0.498. (8) The reactants are [F:1][C:2]([F:23])([F:22])[C:3]1[C:11]2[CH2:10][CH2:9][CH2:8][CH2:7][C:6]=2[N:5]([C:12]2[CH:17]=[CH:16][C:15]([CH2:18][C:19](O)=[O:20])=[CH:14][CH:13]=2)[N:4]=1.C(N1C=CN=C1)(N1C=CN=C1)=O.Cl.[F:37][C:38]1([F:43])[CH2:42][CH2:41][NH:40][CH2:39]1.C(N(CC)CC)C. The catalyst is ClCCl. The product is [F:37][C:38]1([F:43])[CH2:42][CH2:41][N:40]([C:19](=[O:20])[CH2:18][C:15]2[CH:14]=[CH:13][C:12]([N:5]3[C:6]4[CH2:7][CH2:8][CH2:9][CH2:10][C:11]=4[C:3]([C:2]([F:22])([F:1])[F:23])=[N:4]3)=[CH:17][CH:16]=2)[CH2:39]1. The yield is 0.640. (9) The reactants are Cl[C:2]1[CH:9]=[C:8]([F:10])[CH:7]=[CH:6][C:3]=1[C:4]#[N:5].[NH2:11][C:12]1[CH:17]=[CH:16][CH:15]=[CH:14][C:13]=1B1OC(C)(C)C(C)(C)O1.C1C2CC3(N)CC(C2)CC1C3.Cl.C(=O)([O-])[O-].[Cs+].[Cs+]. The catalyst is C([O-])(=O)C.[Pd+2].C([O-])(=O)C.C(Cl)Cl.O.O1CCOCC1. The product is [F:10][C:8]1[CH:7]=[CH:6][C:3]2[C:2]([CH:9]=1)=[C:13]1[C:12]([CH:17]=[CH:16][CH:15]=[CH:14]1)=[N:11][C:4]=2[NH2:5]. The yield is 0.320.